From a dataset of Full USPTO retrosynthesis dataset with 1.9M reactions from patents (1976-2016). Predict the reactants needed to synthesize the given product. (1) Given the product [Br:2][C:3]1[C:15]2[C:14]3[CH2:13][CH2:12][N:11]([C:32]([NH:31][C:25]4[CH:30]=[CH:29][CH:28]=[CH:27][CH:26]=4)=[O:33])[CH2:10][C:9]=3[CH:8]=[N:7][C:6]=2[NH:5][N:4]=1, predict the reactants needed to synthesize it. The reactants are: [Cl-].[Br:2][C:3]1[C:15]2[C:14]3[CH2:13][CH2:12][NH2+:11][CH2:10][C:9]=3[CH:8]=[N:7][C:6]=2[NH:5][N:4]=1.CCN(C(C)C)C(C)C.[C:25]1([N:31]=[C:32]=[O:33])[CH:30]=[CH:29][CH:28]=[CH:27][CH:26]=1. (2) Given the product [NH2:1][C:2]1[N:3]([CH3:25])[C:4](=[O:24])[C:5]2([C:12]3[CH:13]=[CH:14][C:15]([O:17][CH3:18])=[CH:16][C:11]=3[CH2:10][CH2:9][C:8]3[CH:19]=[CH:20][C:21]([C:26]4[CH:31]=[CH:30][CH:29]=[CH:28][CH:27]=4)=[CH:22][C:7]2=3)[N:6]=1, predict the reactants needed to synthesize it. The reactants are: [NH2:1][C:2]1[N:3]([CH3:25])[C:4](=[O:24])[C:5]2([C:12]3[CH:13]=[CH:14][C:15]([O:17][CH3:18])=[CH:16][C:11]=3[CH2:10][CH2:9][C:8]3[CH:19]=[CH:20][C:21](Br)=[CH:22][C:7]2=3)[N:6]=1.[C:26]1(B(O)O)[CH:31]=[CH:30][CH:29]=[CH:28][CH:27]=1. (3) The reactants are: [CH2:1]([C:3]1[C:8](=[O:9])[N:7]2[N:10]=[CH:11][C:12]([C:13]#[N:14])=[C:6]2[NH:5][C:4]=1[CH2:15][CH2:16][CH2:17]O)[CH3:2].CC(OC(/N=N/C(OC(C)C)=O)=O)C.C1C=CC(P(C2C=CC=CC=2)C2C=CC=CC=2)=CC=1. Given the product [CH2:1]([C:3]1[C:8](=[O:9])[N:7]2[N:10]=[CH:11][C:12]([C:13]#[N:14])=[C:6]2[N:5]2[CH2:17][CH2:16][CH2:15][C:4]=12)[CH3:2], predict the reactants needed to synthesize it. (4) Given the product [C:38]1([CH3:48])[CH:39]=[CH:40][C:41]([S:44]([OH:47])(=[O:45])=[O:46])=[CH:42][CH:43]=1.[NH2:1][CH2:2][C:3]1[CH:4]=[CH:5][C:6]([F:36])=[C:7]([CH:9]2[CH2:14][CH2:13][N:12]([C:15]([C:17]3[C:25]4[C:20](=[C:21]([F:31])[CH:22]=[CH:23][C:24]=4[O:26][C:27]([F:30])([F:28])[F:29])[N:19]([CH2:32][CH2:33][O:34][CH3:35])[CH:18]=3)=[O:16])[CH2:11][CH2:10]2)[CH:8]=1, predict the reactants needed to synthesize it. The reactants are: [NH2:1][CH2:2][C:3]1[CH:4]=[CH:5][C:6]([F:36])=[C:7]([CH:9]2[CH2:14][CH2:13][N:12]([C:15]([C:17]3[C:25]4[C:20](=[C:21]([F:31])[CH:22]=[CH:23][C:24]=4[O:26][C:27]([F:30])([F:29])[F:28])[N:19]([CH2:32][CH2:33][O:34][CH3:35])[CH:18]=3)=[O:16])[CH2:11][CH2:10]2)[CH:8]=1.O.[C:38]1([CH3:48])[CH:43]=[CH:42][C:41]([S:44]([OH:47])(=[O:46])=[O:45])=[CH:40][CH:39]=1.